This data is from Reaction yield outcomes from USPTO patents with 853,638 reactions. The task is: Predict the reaction yield, written as a fraction of the theoretical maximum amount of product (1.0 means a 100% yield; for example, 0.34 means a 34% yield). (1) The product is [NH2:1][C:2]1[C:3]([C:9]([OH:11])=[O:10])=[N:4][C:5]([Br:8])=[CH:6][N:7]=1. The yield is 0.990. The reactants are [NH2:1][C:2]1[C:3]([C:9]([O:11]C)=[O:10])=[N:4][C:5]([Br:8])=[CH:6][N:7]=1.[OH-].[Li+].Cl. The catalyst is CO.O. (2) The reactants are [CH3:1][C:2]1[CH:7]=[CH:6][CH:5]=[C:4]([CH3:8])[C:3]=1[NH:9][C:10]([NH2:12])=[S:11].[CH3:13]I. The catalyst is CCO. The product is [CH3:8][C:4]1[CH:5]=[CH:6][CH:7]=[C:2]([CH3:1])[C:3]=1[N:9]=[C:10]([S:11][CH3:13])[NH2:12]. The yield is 0.850. (3) The catalyst is C(Cl)Cl. The product is [Cl:20][C:21]1[CH:26]=[CH:25][C:24]([NH:27][C:28]([NH:9][C:6]2[CH:7]=[CH:8][C:3]([O:2][CH3:1])=[C:4]([C:10]3[N:11]([CH3:19])[N:12]=[C:13]([C:15]([F:18])([F:16])[F:17])[CH:14]=3)[CH:5]=2)=[O:29])=[CH:23][CH:22]=1. The reactants are [CH3:1][O:2][C:3]1[CH:8]=[CH:7][C:6]([NH2:9])=[CH:5][C:4]=1[C:10]1[N:11]([CH3:19])[N:12]=[C:13]([C:15]([F:18])([F:17])[F:16])[CH:14]=1.[Cl:20][C:21]1[CH:26]=[CH:25][C:24]([N:27]=[C:28]=[O:29])=[CH:23][CH:22]=1. The yield is 0.880. (4) The catalyst is CN(C=O)C. The yield is 0.390. The reactants are [NH2:1][C:2]1[C:7]2[NH:8][C:9]([NH:11][C:12]([C:14]3[N:15]=[CH:16][C:17]4[C:22]([CH:23]=3)=[CH:21][CH:20]=[CH:19][CH:18]=4)=[O:13])=[N:10][C:6]=2[CH:5]=[CH:4][CH:3]=1.N1([C:29]([N:31]2[CH:35]=[CH:34]N=C2)=[O:30])C=CN=C1.[F:36][C:37]1[CH:42]=CC(N)=[CH:39][CH:38]=1. The product is [F:36][C:37]1[CH:42]=[CH:34][C:35]([NH:31][C:29](=[O:30])[NH:1][C:2]2[C:7]3[NH:8][C:9]([NH:11][C:12]([C:14]4[N:15]=[CH:16][C:17]5[C:22]([CH:23]=4)=[CH:21][CH:20]=[CH:19][CH:18]=5)=[O:13])=[N:10][C:6]=3[CH:5]=[CH:4][CH:3]=2)=[CH:39][CH:38]=1. (5) The reactants are [CH3:1][O:2][C:3]([C:5]1([C:8]2[CH:13]=[C:12](I)[C:11]([O:15][CH2:16][C:17]([CH3:19])=[CH2:18])=[C:10](I)[CH:9]=2)[CH2:7][CH2:6]1)=[O:4].CCCC[SnH](CCCC)CCCC.CC(N=NC(C#N)(C)C)(C#N)C. The catalyst is C1(C)C=CC=CC=1. The product is [CH3:1][O:2][C:3]([C:5]1([C:8]2[CH:13]=[CH:12][C:11]3[O:15][CH2:16][C:17]([CH3:19])([CH3:18])[C:10]=3[CH:9]=2)[CH2:7][CH2:6]1)=[O:4]. The yield is 0.620.